From a dataset of Forward reaction prediction with 1.9M reactions from USPTO patents (1976-2016). Predict the product of the given reaction. Given the reactants Cl[C:2]1[N:7]=[C:6]([O:8][C:9]2[C:14]([CH3:15])=[CH:13][C:12]([CH3:16])=[CH:11][C:10]=2[CH3:17])[C:5]([C:18]([NH:20][S:21]([C:24]2[C:25](=[O:30])[NH:26][CH:27]=[CH:28][CH:29]=2)(=[O:23])=[O:22])=[O:19])=[CH:4][CH:3]=1.[CH2:31]([O:35][C:36]1[CH:37]=[C:38](B(O)O)[CH:39]=[CH:40][CH:41]=1)[CH:32]([CH3:34])[CH3:33].C([O-])([O-])=O.[K+].[K+], predict the reaction product. The product is: [CH2:31]([O:35][C:36]1[CH:41]=[C:40]([C:2]2[N:7]=[C:6]([O:8][C:9]3[C:14]([CH3:15])=[CH:13][C:12]([CH3:16])=[CH:11][C:10]=3[CH3:17])[C:5]([C:18]([NH:20][S:21]([C:24]3[C:25](=[O:30])[NH:26][CH:27]=[CH:28][CH:29]=3)(=[O:22])=[O:23])=[O:19])=[CH:4][CH:3]=2)[CH:39]=[CH:38][CH:37]=1)[CH:32]([CH3:34])[CH3:33].